From a dataset of Full USPTO retrosynthesis dataset with 1.9M reactions from patents (1976-2016). Predict the reactants needed to synthesize the given product. (1) The reactants are: C[N:2](C)/[CH:3]=[CH:4]/[C:5]([C:7]1[C:12](=[O:13])[CH:11]=[CH:10][N:9]([C:14]2[CH:15]=[C:16]([CH:19]=[CH:20][CH:21]=2)[C:17]#[N:18])[N:8]=1)=O.[Cl:23][C:24]1[CH:33]=[C:32]2[C:27]([C:28]([NH:34]N)=[CH:29][CH:30]=[N:31]2)=[CH:26][CH:25]=1. Given the product [Cl:23][C:24]1[CH:33]=[C:32]2[C:27]([C:28]([N:34]3[C:5]([C:7]4[C:12](=[O:13])[CH:11]=[CH:10][N:9]([C:14]5[CH:15]=[C:16]([CH:19]=[CH:20][CH:21]=5)[C:17]#[N:18])[N:8]=4)=[CH:4][CH:3]=[N:2]3)=[CH:29][CH:30]=[N:31]2)=[CH:26][CH:25]=1, predict the reactants needed to synthesize it. (2) The reactants are: [CH3:1][C@@H:2]1[NH:7][CH:6]([CH3:8])[CH2:5][NH:4][C:3]1=[O:9].C(N(CC)CC)C.[CH2:17]([O:24][C:25](ON1C(=O)CCC1=O)=[O:26])[C:18]1[CH:23]=[CH:22][CH:21]=[CH:20][CH:19]=1. Given the product [CH2:17]([O:24][C:25]([N:7]1[CH:6]([CH3:8])[CH2:5][NH:4][C:3](=[O:9])[C@@H:2]1[CH3:1])=[O:26])[C:18]1[CH:23]=[CH:22][CH:21]=[CH:20][CH:19]=1, predict the reactants needed to synthesize it. (3) Given the product [BrH:1].[Cl:44][C:31]1[CH:32]=[C:33]([C:2]2[CH:3]=[C:4]3[C:9](=[CH:10][CH:11]=2)[N:8]=[CH:7][C:6]([C:12](=[O:14])[CH3:13])=[C:5]3[NH:15][C:16]2[CH:21]=[CH:20][C:19]([CH2:22][N:23]3[CH2:27][CH2:26][CH2:25][CH2:24]3)=[CH:18][CH:17]=2)[CH:34]=[C:29]([Cl:28])[C:30]=1[OH:45], predict the reactants needed to synthesize it. The reactants are: [Br:1][C:2]1[CH:3]=[C:4]2[C:9](=[CH:10][CH:11]=1)[N:8]=[CH:7][C:6]([C:12](=[O:14])[CH3:13])=[C:5]2[NH:15][C:16]1[CH:21]=[CH:20][C:19]([CH2:22][N:23]2[CH2:27][CH2:26][CH2:25][CH2:24]2)=[CH:18][CH:17]=1.[Cl:28][C:29]1[CH:34]=[C:33](B2OC(C)(C)C(C)(C)O2)[CH:32]=[C:31]([Cl:44])[C:30]=1[OH:45]. (4) The reactants are: [CH:1]1([N:4]([CH3:18])[CH2:5][C:6]2[CH:11]=[CH:10][CH:9]=[C:8]([C:12]#[C:13][Si](C)(C)C)[CH:7]=2)[CH2:3][CH2:2]1.C(=O)([O-])[O-].[K+].[K+]. Given the product [CH:1]1([N:4]([CH2:5][C:6]2[CH:11]=[CH:10][CH:9]=[C:8]([C:12]#[CH:13])[CH:7]=2)[CH3:18])[CH2:3][CH2:2]1, predict the reactants needed to synthesize it. (5) The reactants are: [C:1](Cl)(Cl)=[O:2].C(N(CC)CC)C.ClC1C=CC(C2C(C3C=CC(Cl)=CC=3)NC(C3C=CC(OC)=CC=3OC)=N2)=CC=1.[CH3:41][N:42]1[CH2:47][CH2:46][NH:45][CH2:44][CH2:43]1.C(=O)(O)[O-].[Na+]. Given the product [CH3:41][N:42]1[CH2:47][CH2:46][N:45]([CH:1]=[O:2])[CH2:44][CH2:43]1, predict the reactants needed to synthesize it.